Dataset: Full USPTO retrosynthesis dataset with 1.9M reactions from patents (1976-2016). Task: Predict the reactants needed to synthesize the given product. The reactants are: [NH2:1][C:2]1[CH:7]=[CH:6][C:5]([C:8](=[O:12])[CH2:9][CH2:10][CH3:11])=[CH:4][CH:3]=1.[S:13]1[CH:17]=[CH:16][C:15]([CH:18]=O)=[CH:14]1.C(O)(=O)C. Given the product [S:13]1[CH:17]=[CH:16][C:15]([CH2:18][NH:1][C:2]2[CH:3]=[CH:4][C:5]([C:8](=[O:12])[CH2:9][CH2:10][CH3:11])=[CH:6][CH:7]=2)=[CH:14]1, predict the reactants needed to synthesize it.